Predict the reactants needed to synthesize the given product. From a dataset of Full USPTO retrosynthesis dataset with 1.9M reactions from patents (1976-2016). (1) Given the product [Si:1]([O:8][CH2:9][C:10]1[N:11]([CH3:44])[C:12]2[CH:13]=[C:14]3[N:24]([C:25]([O:27][C:28]([CH3:31])([CH3:30])[CH3:29])=[O:26])[CH2:23][CH2:22][CH2:21][C:20]4[C:54]([OH:55])=[C:45]([C:46]([O:48][CH3:49])=[O:47])[C:50](=[O:51])[N:32]([CH2:33][C:34]5[CH:39]=[CH:38][C:37]([O:40][CH3:41])=[CH:36][C:35]=5[O:42][CH3:43])[C:19]=4[C:15]3=[CH:16][C:17]=2[CH:18]=1)([C:4]([CH3:5])([CH3:6])[CH3:7])([CH3:2])[CH3:3], predict the reactants needed to synthesize it. The reactants are: [Si:1]([O:8][CH2:9][C:10]1[N:11]([CH3:44])[C:12]2[C:17]([CH:18]=1)=[CH:16][C:15]1[C:19](=[N:32][CH2:33][C:34]3[CH:39]=[CH:38][C:37]([O:40][CH3:41])=[CH:36][C:35]=3[O:42][CH3:43])[CH2:20][CH2:21][CH2:22][CH2:23][N:24]([C:25]([O:27][C:28]([CH3:31])([CH3:30])[CH3:29])=[O:26])[C:14]=1[CH:13]=2)([C:4]([CH3:7])([CH3:6])[CH3:5])([CH3:3])[CH3:2].[CH:45]([C:54](OC)=[O:55])([C:50](OC)=[O:51])[C:46]([O:48][CH3:49])=[O:47]. (2) Given the product [C:10]([OH:12])(=[O:11])[C:9]1[CH:13]=[CH:5][CH:6]=[CH:7][CH:8]=1, predict the reactants needed to synthesize it. The reactants are: CS([C:5]1[CH:6]=[CH:7][C:8](Cl)=[C:9]([CH:13]=1)[C:10]([OH:12])=[O:11])(=O)=O.C(=O)(O)[O-].[Na+].C1(P(C2C=CC=CC=2)C2C=CC=CC=2)C=CC=CC=1.CN(C)C=O.O. (3) Given the product [N+:1]([C:4]1[CH:5]=[C:6]2[C:10](=[C:11]([C:13]3[CH:18]=[CH:17][CH:16]=[CH:15][CH:14]=3)[CH:12]=1)[N:9]([C:19]([O:21][C:22]([CH3:25])([CH3:24])[CH3:23])=[O:20])[CH:8]=[CH:7]2)([O-:3])=[O:2], predict the reactants needed to synthesize it. The reactants are: [N+:1]([C:4]1[CH:5]=[C:6]2[C:10](=[C:11]([C:13]3[CH:18]=[CH:17][CH:16]=[CH:15][CH:14]=3)[CH:12]=1)[NH:9][CH:8]=[CH:7]2)([O-:3])=[O:2].[C:19](O[C:19]([O:21][C:22]([CH3:25])([CH3:24])[CH3:23])=[O:20])([O:21][C:22]([CH3:25])([CH3:24])[CH3:23])=[O:20].C(N(CC)CC)C.